This data is from Peptide-MHC class I binding affinity with 185,985 pairs from IEDB/IMGT. The task is: Regression. Given a peptide amino acid sequence and an MHC pseudo amino acid sequence, predict their binding affinity value. This is MHC class I binding data. (1) The peptide sequence is SLVIVTTFV. The MHC is HLA-B44:03 with pseudo-sequence HLA-B44:03. The binding affinity (normalized) is 0.182. (2) The peptide sequence is RLATVGYPK. The MHC is HLA-A30:01 with pseudo-sequence HLA-A30:01. The binding affinity (normalized) is 0.820.